Dataset: Reaction yield outcomes from USPTO patents with 853,638 reactions. Task: Predict the reaction yield, written as a fraction of the theoretical maximum amount of product (1.0 means a 100% yield; for example, 0.34 means a 34% yield). (1) The reactants are [OH:1][C:2]1[CH:7]=[C:6]([CH3:8])[C:5]([NH:9][CH:10]=[O:11])=[C:4]([CH3:12])[C:3]=1[CH3:13].Br[CH2:15]/[CH:16]=[CH:17]/[C:18]1[CH:23]=[CH:22][C:21]([F:24])=[CH:20][CH:19]=1. The catalyst is C(OCC)(=O)C.CCCCCC. The product is [F:24][C:21]1[CH:22]=[CH:23][C:18](/[CH:17]=[CH:16]/[CH2:15][O:1][C:2]2[CH:7]=[C:6]([CH3:8])[C:5]([NH:9][CH:10]=[O:11])=[C:4]([CH3:12])[C:3]=2[CH3:13])=[CH:19][CH:20]=1. The yield is 0.520. (2) The reactants are [N:1]1([C:10]2[C:11]([C:16]#[N:17])=[N:12][CH:13]=[CH:14][CH:15]=2)[C:9]2[C:4](=[CH:5][CH:6]=[CH:7][CH:8]=2)[CH:3]=[CH:2]1. The catalyst is N.[Ni]. The product is [N:1]1([C:10]2[C:11]([CH2:16][NH2:17])=[N:12][CH:13]=[CH:14][CH:15]=2)[C:9]2[C:4](=[CH:5][CH:6]=[CH:7][CH:8]=2)[CH:3]=[CH:2]1. The yield is 0.570. (3) The reactants are [H-].[Na+].C(OP([CH2:11][C:12]([O:14][CH2:15][CH3:16])=[O:13])(OCC)=O)C.[Br:17][C:18]1[CH:19]=[C:20]([C:28]([C:30]2[O:31][C:32]([CH3:35])=[N:33][N:34]=2)=O)[CH:21]=[C:22]([C:24]([F:27])([F:26])[F:25])[CH:23]=1.Cl. The catalyst is C1COCC1.O. The product is [CH2:15]([O:14][C:12](=[O:13])/[CH:11]=[C:28](/[C:20]1[CH:21]=[C:22]([C:24]([F:27])([F:26])[F:25])[CH:23]=[C:18]([Br:17])[CH:19]=1)\[C:30]1[O:31][C:32]([CH3:35])=[N:33][N:34]=1)[CH3:16]. The yield is 0.900. (4) The reactants are [CH2:1]([O:8][CH2:9][C@H:10]1[CH2:15][CH2:14][C@H:13]2[C@H:16]3[C@H:26]([CH2:27][CH2:28][C@:11]12[CH3:12])[C@:24]1([CH3:25])[C@H:19]([CH2:20][C@@H:21]([O:29][CH2:30][O:31][CH3:32])[CH2:22][CH2:23]1)[C:18](=[O:33])[CH2:17]3)[C:2]1[CH:7]=[CH:6][CH:5]=[CH:4][CH:3]=1.[H-].[H-].[H-].[H-].[Li+].[Al+3].CCOCC.[OH-].[Na+]. The catalyst is C1COCC1.O. The product is [CH2:1]([O:8][CH2:9][C@H:10]1[CH2:15][CH2:14][C@H:13]2[C@H:16]3[C@H:26]([CH2:27][CH2:28][C@:11]12[CH3:12])[C@:24]1([CH3:25])[C@H:19]([CH2:20][C@@H:21]([O:29][CH2:30][O:31][CH3:32])[CH2:22][CH2:23]1)[C@H:18]([OH:33])[CH2:17]3)[C:2]1[CH:7]=[CH:6][CH:5]=[CH:4][CH:3]=1. The yield is 0.900. (5) The reactants are C(OC([N:8]1[CH2:14][CH2:13][CH2:12][N:11]([CH:15]2[CH2:18][CH2:17][CH2:16]2)[CH2:10][CH2:9]1)=O)(C)(C)C.[ClH:19]. The catalyst is O1CCOCC1.CO. The product is [ClH:19].[ClH:19].[CH:15]1([N:11]2[CH2:12][CH2:13][CH2:14][NH:8][CH2:9][CH2:10]2)[CH2:18][CH2:17][CH2:16]1. The yield is 0.980. (6) The reactants are CCCC[N+](CCCC)(CCCC)CCCC.[F-].[Si](O[CH2:27][C:28]1[C:29]([N+:40]([O-:42])=[O:41])=[C:30]([CH:37]=[CH:38][CH:39]=1)[C:31]([NH:33][CH2:34][C:35]#[CH:36])=[O:32])(C(C)(C)C)(C)C.C(N(CC)CC)C.[Br:50][C:51]([CH3:56])([CH3:55])[C:52](Br)=[O:53]. The catalyst is C1COCC1. The product is [Br:50][C:51]([CH3:56])([CH3:55])[C:52]([CH2:27][C:28]1[C:29]([N+:40]([O-:42])=[O:41])=[C:30]([CH:37]=[CH:38][CH:39]=1)[C:31]([NH:33][CH2:34][C:35]#[CH:36])=[O:32])=[O:53]. The yield is 0.600.